The task is: Predict the reaction yield, written as a fraction of the theoretical maximum amount of product (1.0 means a 100% yield; for example, 0.34 means a 34% yield).. This data is from Reaction yield outcomes from USPTO patents with 853,638 reactions. (1) The reactants are C(OC(O[CH:9]1[CH2:14][C@H:13]([CH:15]([CH3:17])[CH3:16])[CH2:12][CH2:11][C:10]1=[CH2:18])C)CCC.[C:19](O)(=[O:25])[CH2:20]CCCC. No catalyst specified. The product is [CH:15]([C@@H:13]1[CH2:14][CH2:9][C:10]([CH2:18][CH2:20][CH:19]=[O:25])=[CH:11][CH2:12]1)([CH3:16])[CH3:17]. The yield is 0.580. (2) The reactants are [N+:1]([C:4]1[CH:10]=[CH:9][C:8]([C:11]([F:14])([F:13])[F:12])=[CH:7][C:5]=1[NH2:6])([O-:3])=[O:2].O[CH2:16][CH:17]([CH2:19]O)O.[Na+].[N+](C1C=C(S([O-])(=O)=O)C=CC=1)([O-])=O. No catalyst specified. The product is [N+:1]([C:4]1[CH:10]=[CH:9][C:8]([C:11]([F:12])([F:13])[F:14])=[C:7]2[C:5]=1[N:6]=[CH:19][CH:17]=[CH:16]2)([O-:3])=[O:2]. The yield is 0.800. (3) The reactants are [CH3:1][C:2]1([CH3:20])[C:11]2[C:6](=[CH:7][CH:8]=[C:9]([CH3:12])[CH:10]=2)[NH:5][CH:4]([C:13]2[CH:14]=[C:15]([NH2:19])[CH:16]=[CH:17][CH:18]=2)[CH2:3]1.N1C=CC=CC=1.[F:27][C:28]1[CH:29]=[C:30]([S:34](Cl)(=[O:36])=[O:35])[CH:31]=[CH:32][CH:33]=1. The catalyst is ClCCl. The product is [F:27][C:28]1[CH:29]=[C:30]([S:34]([NH:19][C:15]2[CH:16]=[CH:17][CH:18]=[C:13]([CH:4]3[CH2:3][C:2]([CH3:20])([CH3:1])[C:11]4[C:6](=[CH:7][CH:8]=[C:9]([CH3:12])[CH:10]=4)[NH:5]3)[CH:14]=2)(=[O:36])=[O:35])[CH:31]=[CH:32][CH:33]=1. The yield is 0.380. (4) The reactants are [F:1][CH:2]([F:37])[C:3]1[N:7]([C:8]2[N:13]=[C:12]([N:14]3[CH2:19][CH2:18][O:17][CH2:16][CH2:15]3)[N:11]=[C:10]([N:20]3[CH2:25][CH2:24][N:23]([S:26]([CH:29]=[CH2:30])(=[O:28])=[O:27])[CH2:22][CH2:21]3)[N:9]=2)[C:6]2[CH:31]=[CH:32][CH:33]=[C:34]([O:35][CH3:36])[C:5]=2[N:4]=1.[NH:38]1[CH2:43][CH2:42][S:41][CH2:40][CH2:39]1. The catalyst is C1COCC1. The product is [F:37][CH:2]([F:1])[C:3]1[N:7]([C:8]2[N:13]=[C:12]([N:14]3[CH2:15][CH2:16][O:17][CH2:18][CH2:19]3)[N:11]=[C:10]([N:20]3[CH2:21][CH2:22][N:23]([S:26]([CH2:29][CH2:30][N:38]4[CH2:43][CH2:42][S:41][CH2:40][CH2:39]4)(=[O:28])=[O:27])[CH2:24][CH2:25]3)[N:9]=2)[C:6]2[CH:31]=[CH:32][CH:33]=[C:34]([O:35][CH3:36])[C:5]=2[N:4]=1. The yield is 0.840. (5) The reactants are Br[C:2]1[C:11]2[C:6](=[CH:7][CH:8]=[C:9]([OH:12])[CH:10]=2)[N:5]=[C:4]([C:13]2[CH:18]=[CH:17][C:16]([OH:19])=[CH:15][CH:14]=2)[CH:3]=1.[CH3:20][Si:21]([C:24]#[C:25][Sn](CCCC)(CCCC)CCCC)([CH3:23])[CH3:22]. No catalyst specified. The product is [OH:19][C:16]1[CH:17]=[CH:18][C:13]([C:4]2[CH:3]=[C:2]([C:25]#[C:24][Si:21]([CH3:23])([CH3:22])[CH3:20])[C:11]3[C:6](=[CH:7][CH:8]=[C:9]([OH:12])[CH:10]=3)[N:5]=2)=[CH:14][CH:15]=1. The yield is 0.830. (6) The catalyst is ClCCl. The product is [O:27]=[C:26]1[CH:25]([CH2:29][CH2:30][C:31]([OH:33])=[O:32])[CH2:24][CH2:23][CH2:22][S:21]1. The reactants are C(S[S:21][CH2:22][CH2:23][CH2:24][CH:25]([CH2:29][CH2:30][C:31]([OH:33])=[O:32])[C:26](O)=[O:27])(C1C=CC=CC=1)(C1C=CC=CC=1)C1C=CC=CC=1.FC(F)(F)C(O)=O.C([SiH](CC)CC)C. The yield is 0.370. (7) The reactants are [CH2:1]([O:8][C:9]1[CH:14]=[CH:13][C:12]([N:15]2[C:19](=[O:20])[CH2:18][CH:17]([C:21]([OH:23])=O)[CH2:16]2)=[CH:11][CH:10]=1)[C:2]1[CH:7]=[CH:6][CH:5]=[CH:4][CH:3]=1.[CH3:24][NH2:25]. No catalyst specified. The product is [CH3:24][NH:25][C:21]([CH:17]1[CH2:18][C:19](=[O:20])[N:15]([C:12]2[CH:13]=[CH:14][C:9]([O:8][CH2:1][C:2]3[CH:7]=[CH:6][CH:5]=[CH:4][CH:3]=3)=[CH:10][CH:11]=2)[CH2:16]1)=[O:23]. The yield is 0.730. (8) The reactants are [CH2:1]([CH:3]([CH2:32][CH3:33])[CH:4]([NH:15][C:16]1[CH:21]=[CH:20][C:19]([C:22]([NH:24][CH2:25][CH2:26][C:27]([O:29]CC)=[O:28])=[O:23])=[CH:18][CH:17]=1)[C:5]1[S:6][C:7]2[CH:14]=[CH:13][CH:12]=[CH:11][C:8]=2[C:9]=1[CH3:10])[CH3:2].O1CCCC1.[OH-].[Na+]. The catalyst is C(O)C. The product is [CH2:32]([CH:3]([CH2:1][CH3:2])[CH:4]([NH:15][C:16]1[CH:17]=[CH:18][C:19]([C:22]([NH:24][CH2:25][CH2:26][C:27]([OH:29])=[O:28])=[O:23])=[CH:20][CH:21]=1)[C:5]1[S:6][C:7]2[CH:14]=[CH:13][CH:12]=[CH:11][C:8]=2[C:9]=1[CH3:10])[CH3:33]. The yield is 0.910. (9) The reactants are Cl.[CH3:2][NH:3][C:4]1[NH:8][C:7]2[CH:9]=[CH:10][C:11]([C:13]([O:15]C)=[O:14])=[CH:12][C:6]=2[N:5]=1. No catalyst specified. The product is [CH3:2][NH:3][C:4]1[NH:8][C:7]2[CH:9]=[CH:10][C:11]([C:13]([OH:15])=[O:14])=[CH:12][C:6]=2[N:5]=1. The yield is 0.900. (10) The reactants are [CH3:1][C:2]1([CH3:25])[S:8][C:7]2[CH:9]=[CH:10][CH:11]=[CH:12][C:6]=2[NH:5][C:4](=[O:13])[CH:3]1[NH:14]C(=O)OCC1C=CC=CC=1.Br.CC(O)=O. The catalyst is CCOCC. The product is [NH2:14][CH:3]1[C:2]([CH3:1])([CH3:25])[S:8][C:7]2[CH:9]=[CH:10][CH:11]=[CH:12][C:6]=2[NH:5][C:4]1=[O:13]. The yield is 0.810.